From a dataset of Forward reaction prediction with 1.9M reactions from USPTO patents (1976-2016). Predict the product of the given reaction. (1) Given the reactants [C:1]([O:5][C:6]([NH:8][C:9]([NH:11][C:12]([O:14][C:15]([CH3:18])([CH3:17])[CH3:16])=[O:13])=S)=[O:7])([CH3:4])([CH3:3])[CH3:2].C([N:21](CC)CC)C, predict the reaction product. The product is: [C:6]([NH:8][C:9](=[NH:21])[NH:11][C:12]([O:14][C:15]([CH3:18])([CH3:17])[CH3:16])=[O:13])([O:5][C:1]([CH3:4])([CH3:3])[CH3:2])=[O:7]. (2) Given the reactants [C:1]([N:5]1[C:9]([CH3:10])=[C:8]([NH:11][C:12]([NH:14][C:15]2[CH:20]=[C:19]([C:21]3[C:32](=[O:33])[N:31]([CH3:34])[C:24]4[N:25]=[C:26](SC)[N:27]=[CH:28][C:23]=4[CH:22]=3)[C:18]([Cl:35])=[CH:17][C:16]=2[F:36])=[O:13])[CH:7]=[N:6]1)([CH3:4])([CH3:3])[CH3:2].C1C=C(Cl)C=C(C(OO)=O)C=1.[CH3:48][NH2:49], predict the reaction product. The product is: [C:1]([N:5]1[C:9]([CH3:10])=[C:8]([NH:11][C:12]([NH:14][C:15]2[CH:20]=[C:19]([C:21]3[C:32](=[O:33])[N:31]([CH3:34])[C:24]4[N:25]=[C:26]([NH:49][CH3:48])[N:27]=[CH:28][C:23]=4[CH:22]=3)[C:18]([Cl:35])=[CH:17][C:16]=2[F:36])=[O:13])[CH:7]=[N:6]1)([CH3:4])([CH3:3])[CH3:2]. (3) Given the reactants [CH3:1][C@H:2]([O:5][C:6]1[CH:15]=[CH:14][C:9]([C:10]([O:12]C)=[O:11])=[CH:8][CH:7]=1)[CH2:3][CH3:4].[OH-].[Na+], predict the reaction product. The product is: [CH3:1][C@H:2]([O:5][C:6]1[CH:15]=[CH:14][C:9]([C:10]([OH:12])=[O:11])=[CH:8][CH:7]=1)[CH2:3][CH3:4]. (4) Given the reactants [Cu][C:2]#[N:3].[I-].[K+].Br[C:7]1[CH:12]=[CH:11][C:10]([C:13]2[CH:18]=[CH:17][CH:16]=[CH:15][CH:14]=2)=[C:9]([F:19])[CH:8]=1, predict the reaction product. The product is: [F:19][C:9]1[CH:8]=[C:7]([C:2]#[N:3])[CH:12]=[CH:11][C:10]=1[C:13]1[CH:14]=[CH:15][CH:16]=[CH:17][CH:18]=1. (5) Given the reactants [F:1][C:2]([F:11])([F:10])[C:3]1[CH:4]=[C:5]([CH:7]=[CH:8][CH:9]=1)[NH2:6].[C:12](Cl)(Cl)=[S:13].C(OCC)(=O)C, predict the reaction product. The product is: [F:1][C:2]([F:10])([F:11])[C:3]1[CH:4]=[C:5]([N:6]=[C:12]=[S:13])[CH:7]=[CH:8][CH:9]=1. (6) The product is: [CH3:14][S:11]([C:9]1[CH:8]=[CH:7][C:5]2[N:6]=[C:2]([NH:1][C:22](=[O:23])[O:24][C:25]3[CH:30]=[CH:29][C:28]([F:31])=[CH:27][CH:26]=3)[S:3][C:4]=2[CH:10]=1)(=[O:13])=[O:12]. Given the reactants [NH2:1][C:2]1[S:3][C:4]2[CH:10]=[C:9]([S:11]([CH3:14])(=[O:13])=[O:12])[CH:8]=[CH:7][C:5]=2[N:6]=1.N1C=CC=CC=1.Cl[C:22]([O:24][C:25]1[CH:30]=[CH:29][C:28]([F:31])=[CH:27][CH:26]=1)=[O:23], predict the reaction product. (7) Given the reactants NC1C=CC(N2CC[C@H](N)[C@H](F)C2)=CC=1OC.[NH2:18][C@@H:19]1[CH2:24][CH2:23][N:22]([C:25]2[CH:30]=[CH:29][C:28]([NH:31][C:32]3[N:37]=[C:36]([C:38]4[C:46]5[C:41](=[CH:42][CH:43]=[CH:44][CH:45]=5)[NH:40][CH:39]=4)[C:35]([Cl:47])=[CH:34][N:33]=3)=[C:27]([O:48][CH3:49])[CH:26]=2)[CH2:21][C@H:20]1[F:50], predict the reaction product. The product is: [NH2:18][C@H:19]1[CH2:24][CH2:23][N:22]([C:25]2[CH:30]=[CH:29][C:28]([NH:31][C:32]3[N:37]=[C:36]([C:38]4[C:46]5[C:41](=[CH:42][CH:43]=[CH:44][CH:45]=5)[NH:40][CH:39]=4)[C:35]([Cl:47])=[CH:34][N:33]=3)=[C:27]([O:48][CH3:49])[CH:26]=2)[CH2:21][C@H:20]1[F:50]. (8) Given the reactants C(N(CC)CC)C.BrCC[C:11]1[CH:16]=[CH:15][C:14]([O:17][CH3:18])=[CH:13][CH:12]=1.Cl.[C:20]1([CH3:28])[CH:25]=[CH:24][C:23]([NH:26][NH2:27])=[CH:22][CH:21]=1, predict the reaction product. The product is: [CH3:18][O:17][C:14]1[CH:13]=[CH:12][C:11]([N:26]([C:23]2[CH:24]=[CH:25][C:20]([CH3:28])=[CH:21][CH:22]=2)[NH2:27])=[CH:16][CH:15]=1. (9) Given the reactants [CH3:1][O:2][C:3]1[CH:9]=[CH:8][C:7]([O:10]C)=[CH:6][C:4]=1[NH2:5].[F:12][C:13]1[CH:14]=[C:15]([CH:19]=[CH:20][C:21]=1[O:22]C)C(O)=O, predict the reaction product. The product is: [F:12][C:13]1[CH:14]=[C:15]([C:1]2[O:2][C:3]3[CH:9]=[CH:8][C:7]([OH:10])=[CH:6][C:4]=3[N:5]=2)[CH:19]=[CH:20][C:21]=1[OH:22]. (10) The product is: [F:74][C:72]1[CH:71]=[CH:70][C:69]([C:75]([F:77])([F:76])[F:78])=[C:68]([CH:73]=1)[C:67]([N:64]1[CH2:65][CH2:66][N:61]([C:59](=[O:60])[CH2:58][NH:57][C:43]([C:40]2[CH:39]=[C:38]([C:35]3[CH:34]=[CH:33][C:32]([OH:31])=[CH:37][CH:36]=3)[O:42][N:41]=2)=[O:45])[CH2:62][CH2:63]1)=[O:79]. Given the reactants CCN(C(C)C)C(C)C.C1C=CC2N(O)N=NC=2C=1.CCN=C=NCCCN(C)C.[OH:31][C:32]1[CH:37]=[CH:36][C:35]([C:38]2[O:42][N:41]=[C:40]([C:43]([OH:45])=O)[CH:39]=2)=[CH:34][CH:33]=1.OC1C=CC(C(=O)C)=CC=1.Cl.[NH2:57][CH2:58][C:59]([N:61]1[CH2:66][CH2:65][N:64]([C:67](=[O:79])[C:68]2[CH:73]=[C:72]([F:74])[CH:71]=[CH:70][C:69]=2[C:75]([F:78])([F:77])[F:76])[CH2:63][CH2:62]1)=[O:60].FC1C=CC(C(F)(F)F)=C(C=1)C(O)=O, predict the reaction product.